Dataset: Forward reaction prediction with 1.9M reactions from USPTO patents (1976-2016). Task: Predict the product of the given reaction. (1) Given the reactants [C:1]([O:5][C:6](=[O:16])[NH:7][C:8]1[CH:9]=[N:10][CH:11]=[C:12]([CH2:14][OH:15])[CH:13]=1)([CH3:4])([CH3:3])[CH3:2].C(N(CC)CC)C.[CH3:24][S:25](O[S:25]([CH3:24])(=[O:27])=[O:26])(=[O:27])=[O:26], predict the reaction product. The product is: [C:1]([O:5][C:6]([NH:7][C:8]1[CH:13]=[C:12]([CH2:14][O:15][S:25]([CH3:24])(=[O:27])=[O:26])[CH:11]=[N:10][CH:9]=1)=[O:16])([CH3:4])([CH3:2])[CH3:3]. (2) Given the reactants [CH3:1][C:2]1[N:12]=[C:11]2[N:6]([CH2:7][CH2:8][CH2:9][CH:10]2[OH:13])[C:4](=[O:5])[C:3]=1[CH2:14][CH2:15][N:16]1[CH2:21][CH2:20][CH:19]([C:22]2[C:23]3[CH:24]=[CH:25][C:26]([F:31])=[CH:27][C:28]=3[O:29][N:30]=2)[CH2:18][CH2:17]1.[ClH:32], predict the reaction product. The product is: [CH3:1][C:2]1[N:12]=[C:11]2[N:6]([CH2:7][CH2:8][CH2:9][CH:10]2[OH:13])[C:4](=[O:5])[C:3]=1[CH2:14][CH2:15][N:16]1[CH2:21][CH2:20][CH:19]([C:22]2[C:23]3[CH:24]=[CH:25][C:26]([F:31])=[CH:27][C:28]=3[O:29][N:30]=2)[CH2:18][CH2:17]1.[ClH:32]. (3) Given the reactants Cl.[NH2:2][CH2:3][CH2:4][N:5]1[C:10]([C:11]2[CH:16]=[CH:15][C:14]([O:17][CH3:18])=[CH:13][C:12]=2[O:19][CH3:20])=[CH:9][C:8](=[O:21])[NH:7][C:6]1=[S:22].F[P-](F)(F)(F)(F)F.N1(OC(N(C)C)=[N+](C)C)C2N=CC=CC=2N=N1.[C:47]([O:51][C:52]([NH:54][CH2:55][C:56](O)=[O:57])=[O:53])([CH3:50])([CH3:49])[CH3:48].C(N(C(C)C)CC)(C)C, predict the reaction product. The product is: [CH3:20][O:19][C:12]1[CH:13]=[C:14]([O:17][CH3:18])[CH:15]=[CH:16][C:11]=1[C:10]1[N:5]([CH2:4][CH2:3][NH:2][C:56](=[O:57])[CH2:55][NH:54][C:52](=[O:53])[O:51][C:47]([CH3:48])([CH3:49])[CH3:50])[C:6](=[S:22])[NH:7][C:8](=[O:21])[CH:9]=1. (4) Given the reactants [C:1]([O:5][C:6](=[O:32])[CH2:7][O:8][CH2:9][CH2:10][O:11][CH2:12][CH2:13][NH:14]C(OCC1C2C=CC=CC=2C2C1=CC=CC=2)=O)([CH3:4])([CH3:3])[CH3:2].N1CCCCC1, predict the reaction product. The product is: [C:1]([O:5][C:6](=[O:32])[CH2:7][O:8][CH2:9][CH2:10][O:11][CH2:12][CH2:13][NH2:14])([CH3:4])([CH3:2])[CH3:3]. (5) Given the reactants [CH3:1][O:2][C:3]1[CH:8]=[CH:7][C:6]([NH:9][CH:10]2[CH2:15][CH2:14][N:13]([C:16]([O:18][C:19]([CH3:22])([CH3:21])[CH3:20])=[O:17])[CH2:12][CH2:11]2)=[CH:5][CH:4]=1.Cl[CH2:24][C:25]1[CH:30]=[CH:29][N:28]=[C:27]([C:31]2[CH:36]=[CH:35][C:34]([F:37])=[CH:33][CH:32]=2)[CH:26]=1, predict the reaction product. The product is: [C:19]([O:18][C:16]([N:13]1[CH2:14][CH2:15][CH:10]([N:9]([CH2:24][C:25]2[CH:30]=[CH:29][N:28]=[C:27]([C:31]3[CH:36]=[CH:35][C:34]([F:37])=[CH:33][CH:32]=3)[CH:26]=2)[C:6]2[CH:5]=[CH:4][C:3]([O:2][CH3:1])=[CH:8][CH:7]=2)[CH2:11][CH2:12]1)=[O:17])([CH3:22])([CH3:21])[CH3:20]. (6) Given the reactants Br[C:2]1[N:7]=[C:6]([CH3:8])[C:5]([CH:9]=[O:10])=[CH:4][CH:3]=1.[CH2:11]1[O:19][C:18]2[CH:17]=[CH:16][C:15]([OH:20])=[CH:14][C:13]=2[O:12]1.C([O-])([O-])=O.[K+].[K+], predict the reaction product. The product is: [O:19]1[C:18]2[CH:17]=[CH:16][C:15]([O:20][C:2]3[N:7]=[C:6]([CH3:8])[C:5]([CH:9]=[O:10])=[CH:4][CH:3]=3)=[CH:14][C:13]=2[O:12][CH2:11]1. (7) Given the reactants [NH2:1][CH2:2][C:3]1[N:11]=[C:10]2[C:6]([N:7]=[CH:8][N:9]2[C@H:12]2[C@H:16]([OH:17])[C@H:15]([OH:18])[C@@H:14]([CH2:19][OH:20])[O:13]2)=[C:5]([NH:21][CH2:22][CH:23]([C:31]2[CH:36]=[CH:35][CH:34]=[C:33]([Cl:37])[CH:32]=2)[C:24]2[CH:29]=[CH:28][CH:27]=[C:26]([Cl:30])[CH:25]=2)[N:4]=1.[CH:38]([N:41]([CH:52]([CH3:54])[CH3:53])[CH2:42][CH2:43][NH:44][C:45](N1C=CN=C1)=[O:46])([CH3:40])[CH3:39], predict the reaction product. The product is: [Cl:30][C:26]1[CH:25]=[C:24]([CH:23]([C:31]2[CH:36]=[CH:35][CH:34]=[C:33]([Cl:37])[CH:32]=2)[CH2:22][NH:21][C:5]2[N:4]=[C:3]([CH2:2][NH:1][C:45]([NH:44][CH2:43][CH2:42][N:41]([CH:52]([CH3:54])[CH3:53])[CH:38]([CH3:39])[CH3:40])=[O:46])[N:11]=[C:10]3[C:6]=2[N:7]=[CH:8][N:9]3[C@H:12]2[C@H:16]([OH:17])[C@H:15]([OH:18])[C@@H:14]([CH2:19][OH:20])[O:13]2)[CH:29]=[CH:28][CH:27]=1.